This data is from Full USPTO retrosynthesis dataset with 1.9M reactions from patents (1976-2016). The task is: Predict the reactants needed to synthesize the given product. Given the product [Br:1][C:2]1[CH:3]=[C:4]([NH:10][S:14]([CH2:13][C:12]([F:19])([F:18])[F:11])(=[O:16])=[O:15])[C:5]([O:8][CH3:9])=[N:6][CH:7]=1, predict the reactants needed to synthesize it. The reactants are: [Br:1][C:2]1[CH:3]=[C:4]([NH2:10])[C:5]([O:8][CH3:9])=[N:6][CH:7]=1.[F:11][C:12]([F:19])([F:18])[CH2:13][S:14](Cl)(=[O:16])=[O:15].